This data is from Forward reaction prediction with 1.9M reactions from USPTO patents (1976-2016). The task is: Predict the product of the given reaction. (1) Given the reactants [C-:1]#[N:2].[K+].[S:4]1[CH:8]=[CH:7][C:6]([CH:9]=[O:10])=[CH:5]1.C(O)(=O)C.C([O-])(O)=O.[Na+], predict the reaction product. The product is: [OH:10][CH:9]([C:6]1[CH:7]=[CH:8][S:4][CH:5]=1)[C:1]#[N:2]. (2) Given the reactants [H-].[Na+].[Cl:3][C:4]1[CH:5]=[C:6]([NH2:12])[C:7]([O:10][CH3:11])=[N:8][CH:9]=1.[Cl:13][C:14]1[C:19]([CH3:20])=[CH:18][C:17]([N+:21]([O-:23])=[O:22])=[C:16](Cl)[N:15]=1, predict the reaction product. The product is: [Cl:13][C:14]1[N:15]=[C:16]([NH:12][C:6]2[C:7]([O:10][CH3:11])=[N:8][CH:9]=[C:4]([Cl:3])[CH:5]=2)[C:17]([N+:21]([O-:23])=[O:22])=[CH:18][C:19]=1[CH3:20]. (3) Given the reactants [OH-].[Na+].[CH3:3][O:4][C:5]1[CH:6]=[C:7]([CH:23]=[CH:24][C:25]=1[N+:26]([O-:28])=[O:27])[C:8]([C:10]1[N:14]2[CH:15]=[C:16]([C:19]([O:21]C)=[O:20])[CH:17]=[CH:18][C:13]2=[CH:12][N:11]=1)=[O:9], predict the reaction product. The product is: [CH3:3][O:4][C:5]1[CH:6]=[C:7]([CH:23]=[CH:24][C:25]=1[N+:26]([O-:28])=[O:27])[C:8]([C:10]1[N:14]2[CH:15]=[C:16]([C:19]([OH:21])=[O:20])[CH:17]=[CH:18][C:13]2=[CH:12][N:11]=1)=[O:9]. (4) Given the reactants [CH:1]1([N:6]2[CH2:12][C:11]([F:14])([F:13])[C:10](=[O:15])[N:9]([CH3:16])[C:8]3[CH:17]=[N:18][C:19]([NH:21][C:22]4[CH:30]=[CH:29][C:25]([C:26](O)=[O:27])=[CH:24][C:23]=4[C:31]([F:34])([F:33])[F:32])=[N:20][C:7]2=3)[CH2:5][CH2:4][CH2:3][CH2:2]1.ON1C2C=CC=CC=2N=N1.F[P-](F)(F)(F)(F)F.CN(C(N(C)C)=[N+]1C2C=CC=CC=2[N+]([O-])=N1)C.C(N(C(C)C)CC)(C)C.[NH2:78][CH:79]1[CH2:84][CH2:83][N:82]([C:85]([O:87][C:88]([CH3:91])([CH3:90])[CH3:89])=[O:86])[CH2:81][CH2:80]1, predict the reaction product. The product is: [C:88]([O:87][C:85]([N:82]1[CH2:81][CH2:80][CH:79]([NH:78][C:26](=[O:27])[C:25]2[CH:29]=[CH:30][C:22]([NH:21][C:19]3[N:18]=[CH:17][C:8]4[N:9]([CH3:16])[C:10](=[O:15])[C:11]([F:14])([F:13])[CH2:12][N:6]([CH:1]5[CH2:2][CH2:3][CH2:4][CH2:5]5)[C:7]=4[N:20]=3)=[C:23]([C:31]([F:33])([F:32])[F:34])[CH:24]=2)[CH2:84][CH2:83]1)=[O:86])([CH3:91])([CH3:90])[CH3:89]. (5) Given the reactants [OH-].[Na+].C([O:6][CH2:7][CH:8]1[CH2:12][C:11]2[C:13]3[C:24]([C:25]([O:27]C)=[O:26])=[C:23]([C:29]4[CH:34]=[CH:33][C:32]([F:35])=[CH:31][CH:30]=4)[O:22][C:14]=3[CH:15]=[C:16]([NH:17][S:18]([CH3:21])(=[O:20])=[O:19])[C:10]=2[O:9]1)(=O)C, predict the reaction product. The product is: [F:35][C:32]1[CH:33]=[CH:34][C:29]([C:23]2[O:22][C:14]3[CH:15]=[C:16]([NH:17][S:18]([CH3:21])(=[O:19])=[O:20])[C:10]4[O:9][CH:8]([CH2:7][OH:6])[CH2:12][C:11]=4[C:13]=3[C:24]=2[C:25]([OH:27])=[O:26])=[CH:30][CH:31]=1. (6) Given the reactants C([O:3][C:4]([C:6]1[C:7]([CH3:11])=[N:8][S:9][CH:10]=1)=[O:5])C.C1COCC1.Cl, predict the reaction product. The product is: [CH3:11][C:7]1[C:6]([C:4]([OH:5])=[O:3])=[CH:10][S:9][N:8]=1. (7) Given the reactants C([N:9]1[C:14](=[O:15])[C:13]([C:16]2[CH:21]=[CH:20][N:19]=[C:18]([CH3:22])[CH:17]=2)=[CH:12][N:11]([CH2:23][CH2:24][CH2:25][CH2:26][Cl:27])[C:10]1=[O:28])(=O)C1C=CC=CC=1, predict the reaction product. The product is: [Cl:27][CH2:26][CH2:25][CH2:24][CH2:23][N:11]1[CH:12]=[C:13]([C:16]2[CH:21]=[CH:20][N:19]=[C:18]([CH3:22])[CH:17]=2)[C:14](=[O:15])[NH:9][C:10]1=[O:28].